Dataset: Catalyst prediction with 721,799 reactions and 888 catalyst types from USPTO. Task: Predict which catalyst facilitates the given reaction. (1) Reactant: [C:1]([O:5][CH2:6][CH2:7][CH2:8][OH:9])(=[O:4])[CH:2]=[CH2:3].C(N([CH2:15][CH3:16])CC)C.[C:17](Cl)(=[O:21])[C:18](Cl)=[O:19]. Product: [C:1]([O:5][CH2:6][CH2:7][CH2:8][O:9][C:17](=[O:21])[C:18]([O:9][CH2:8][CH2:7][CH2:6][O:5][C:1](=[O:4])[CH:15]=[CH2:16])=[O:19])(=[O:4])[CH:2]=[CH2:3]. The catalyst class is: 2. (2) Reactant: [O:1]=[C:2]([CH2:9][CH3:10])[CH2:3][C:4]([O:6][CH2:7][CH3:8])=[O:5].[H-].[Na+].Br[CH2:14][CH3:15]. Product: [CH2:14]([CH:3]([C:2](=[O:1])[CH2:9][CH3:10])[C:4]([O:6][CH2:7][CH3:8])=[O:5])[CH3:15]. The catalyst class is: 20. (3) Reactant: FC(F)(F)S(OS(C(F)(F)F)(=O)=O)(=O)=O.[CH3:16][NH:17][C:18](=O)/[C:19](=[N:26]\[O:27][CH2:28][C:29]1[N:34]=[C:33]([NH:35][C:36](=[O:42])[O:37][CH2:38][CH2:39][C:40]#[CH:41])[CH:32]=[CH:31][CH:30]=1)/[C:20]1[CH:25]=[CH:24][CH:23]=[CH:22][CH:21]=1.N1C=CC=CC=1.[N-:50]=[N+:51]=[N-:52].[Na+]. Product: [CH2:38]([O:37][C:36](=[O:42])[NH:35][C:33]1[CH:32]=[CH:31][CH:30]=[C:29]([CH2:28][O:27]/[N:26]=[C:19](\[C:18]2[N:17]([CH3:16])[N:52]=[N:51][N:50]=2)/[C:20]2[CH:25]=[CH:24][CH:23]=[CH:22][CH:21]=2)[N:34]=1)[CH2:39][C:40]#[CH:41]. The catalyst class is: 10. (4) Reactant: [C:1]([NH:4][C:5]1[N:14]=[CH:13][C:12]2[C:7](=[N:8][CH:9]=[C:10]([C:15]3[CH:20]=[CH:19][C:18]([F:21])=[CH:17][CH:16]=3)[N:11]=2)[N:6]=1)(=[O:3])[CH3:2].[NH:22]1[CH:26]=[N:25][CH:24]=[N:23]1.C(N(C(C)C)CC)(C)C.P(Cl)(Cl)(Cl)=O. Product: [C:1]([NH:4][C:5]1[N:14]=[C:13]([C:26]2[N:25]=[CH:24][NH:23][N:22]=2)[C:12]2[C:7](=[N:8][CH:9]=[C:10]([C:15]3[CH:20]=[CH:19][C:18]([F:21])=[CH:17][CH:16]=3)[N:11]=2)[N:6]=1)(=[O:3])[CH3:2]. The catalyst class is: 10. (5) Reactant: C([O:3][C:4]([C:6]1[C:7]([O:15][CH2:16][C:17]2[CH:22]=[CH:21][CH:20]=[CH:19][CH:18]=2)=[N:8][N:9]([CH:12]([CH3:14])[CH3:13])[C:10]=1[Br:11])=[O:5])C.[OH-].[Na+].Cl. Product: [CH2:16]([O:15][C:7]1[C:6]([C:4]([OH:5])=[O:3])=[C:10]([Br:11])[N:9]([CH:12]([CH3:14])[CH3:13])[N:8]=1)[C:17]1[CH:18]=[CH:19][CH:20]=[CH:21][CH:22]=1. The catalyst class is: 12. (6) Reactant: [CH3:1][O:2][C:3]1[CH:8]=[CH:7][C:6]([C:9]2[C:18]3[C:13](=[CH:14][CH:15]=[CH:16][CH:17]=3)[C:12]([NH:19][C:20]3[CH:25]=[CH:24][C:23]([OH:26])=[CH:22][CH:21]=3)=[N:11][N:10]=2)=[CH:5][CH:4]=1.C(=O)([O-])[O-].[Cs+].[Cs+].Cl[C:34]1[CH:35]=[CH:36][N:37]=[C:38]2[C:43]=1[N:42]=[CH:41][C:40]([O:44][CH3:45])=[CH:39]2. Product: [CH3:45][O:44][C:40]1[CH:39]=[C:38]2[C:43]([C:34]([O:26][C:23]3[CH:22]=[CH:21][C:20]([NH:19][C:12]4[C:13]5[C:18](=[CH:17][CH:16]=[CH:15][CH:14]=5)[C:9]([C:6]5[CH:5]=[CH:4][C:3]([O:2][CH3:1])=[CH:8][CH:7]=5)=[N:10][N:11]=4)=[CH:25][CH:24]=3)=[CH:35][CH:36]=[N:37]2)=[N:42][CH:41]=1. The catalyst class is: 18.